From a dataset of Cav3 T-type calcium channel HTS with 100,875 compounds. Binary Classification. Given a drug SMILES string, predict its activity (active/inactive) in a high-throughput screening assay against a specified biological target. The drug is OC1(CC2N(C(C1)CC2)C(=O)Nc1c(cccc1)C)c1cccnc1. The result is 0 (inactive).